From a dataset of Experimentally validated miRNA-target interactions with 360,000+ pairs, plus equal number of negative samples. Binary Classification. Given a miRNA mature sequence and a target amino acid sequence, predict their likelihood of interaction. The miRNA is hsa-miR-24-1-5p with sequence UGCCUACUGAGCUGAUAUCAGU. The protein sequence of the target gene is MGARVTRALRNFNVEKRAEREISKRKPSMAPKHPSTRDLLQEHRSQYPEIEEVVSKKDNKLLSLLRDVYVDSKDPVPALPVKVEPRQEPKEFRLPIGNHFDKNITDIPKGKITVVEALTLLNNHKLSPETWTAEKIAQEYYLELKDVNSLLKYFVTFEVKILPPEDRKAIQSK. Result: 0 (no interaction).